This data is from Experimentally validated miRNA-target interactions with 360,000+ pairs, plus equal number of negative samples. The task is: Binary Classification. Given a miRNA mature sequence and a target amino acid sequence, predict their likelihood of interaction. The miRNA is hsa-miR-934 with sequence UGUCUACUACUGGAGACACUGG. The protein sequence of the target gene is MAARTVIIDHGSGFLKAGTAGWNEPQMVFPNIVNYLPCKENPGPSYARRRVSLGIDICHPDTFSYPIERGRILNWEGVQYLWSFVLENHRREQEVPPVIITETPLREPADRKKMLEILFELLHVPSVLLADQLQMSLYASGLLTGVVVDSGYGLTRVQPFHQGRPLPASGKTLEFAGQDLSAYLLKSLFKEDCDRRCLFQLETVAVTQMNKCYVPQNLGEALDFRERQQSALDESNTYQLPDGSRVELTPMQRVAPEMFFSPQVFEQPGPSIPRAIVESVESCEISLRPLLVSHVMACGG.... Result: 0 (no interaction).